This data is from Reaction yield outcomes from USPTO patents with 853,638 reactions. The task is: Predict the reaction yield, written as a fraction of the theoretical maximum amount of product (1.0 means a 100% yield; for example, 0.34 means a 34% yield). (1) The reactants are C[Si]([N-][Si](C)(C)C)(C)C.[Na+].[C:11]([O:14][CH3:15])(=[O:13])[CH3:12].[CH:16]([S:19][C:20]1[CH:36]=[CH:35][C:34]([N+:37]([O-:39])=[O:38])=[CH:33][C:21]=1/[CH:22]=[N:23]/[S@:24]([C:26]1[CH:31]=[CH:30][C:29]([CH3:32])=[CH:28][CH:27]=1)=[O:25])([CH3:18])[CH3:17]. The catalyst is CCOCC.C1COCC1. The product is [CH:16]([S:19][C:20]1[CH:36]=[CH:35][C:34]([N+:37]([O-:39])=[O:38])=[CH:33][C:21]=1[C@H:22]([NH:23][S@:24]([C:26]1[CH:27]=[CH:28][C:29]([CH3:32])=[CH:30][CH:31]=1)=[O:25])[CH2:12][C:11]([O:14][CH3:15])=[O:13])([CH3:18])[CH3:17]. The yield is 0.900. (2) The reactants are [CH2:1]([N:8]1[C:16]2[C:11](=[N:12][C:13]([N:17](C(OC(C)(C)C)=O)[NH:18][C:19](OC(C)(C)C)=O)=[CH:14][CH:15]=2)[N:10]=[C:9]1[CH3:33])[C:2]1[CH:7]=[CH:6][CH:5]=[CH:4][CH:3]=1.[C:34](O)(=O)C. No catalyst specified. The product is [CH2:1]([N:8]1[C:16]2[CH:15]=[CH:14][C:13]3[N:12]([C:19]([CH3:34])=[N:18][N:17]=3)[C:11]=2[N:10]=[C:9]1[CH3:33])[C:2]1[CH:7]=[CH:6][CH:5]=[CH:4][CH:3]=1. The yield is 0.590. (3) The reactants are [NH:1]1[CH:5]=[CH:4][N:3]=[C:2]1[CH:6]=[O:7].[CH2:8](Br)[CH:9]=[CH2:10].C(N(C(C)C)CC)(C)C. The catalyst is CN(C)C=O. The product is [CH2:10]([N:1]1[CH:5]=[CH:4][N:3]=[C:2]1[CH:6]=[O:7])[CH:9]=[CH2:8]. The yield is 0.600. (4) The reactants are CC1(C)[C@@H:6]([CH2:7][C:8]([OH:10])=[O:9])[C:5](=[O:11])OO1.[CH2:13]1[CH2:17][O:16]CC1.B.[CH2:19]1COCC1. The catalyst is CO. The product is [OH:11][CH2:5][CH2:6][C@H:7]1[O:16][C:17]([CH3:13])([CH3:19])[O:10][C:8]1=[O:9]. The yield is 0.490. (5) The reactants are [CH:1]1[C:13]2[CH:12]([CH2:14][O:15][C:16]([NH:18][C@H:19]([C:23]([N:25]([CH3:38])[C@@H:26]([C@@H:34]([CH3:37])[CH2:35][CH3:36])[C@H:27]([O:32][CH3:33])[CH2:28][C:29]([OH:31])=[O:30])=[O:24])[CH:20]([CH3:22])[CH3:21])=[O:17])[C:11]3[C:6](=[CH:7][CH:8]=[CH:9][CH:10]=3)[C:5]=2[CH:4]=[CH:3][CH:2]=1.N1C=CC=CC=1.FC(F)(F)C(O[C:50]1[C:55]([F:56])=[C:54]([F:57])[C:53]([F:58])=[C:52]([F:59])[C:51]=1[F:60])=O. The catalyst is ClCCl. The product is [CH:1]1[C:13]2[CH:12]([CH2:14][O:15][C:16]([NH:18][C@H:19]([C:23]([N:25]([CH3:38])[C@@H:26]([C@@H:34]([CH3:37])[CH2:35][CH3:36])[C@H:27]([O:32][CH3:33])[CH2:28][C:29]([O:31][C:50]3[C:51]([F:60])=[C:52]([F:59])[C:53]([F:58])=[C:54]([F:57])[C:55]=3[F:56])=[O:30])=[O:24])[CH:20]([CH3:22])[CH3:21])=[O:17])[C:11]3[C:6](=[CH:7][CH:8]=[CH:9][CH:10]=3)[C:5]=2[CH:4]=[CH:3][CH:2]=1. The yield is 0.920.